From a dataset of Forward reaction prediction with 1.9M reactions from USPTO patents (1976-2016). Predict the product of the given reaction. (1) Given the reactants [C:1]([O:4][CH2:5][C@@H:6]1[C@@H:11]([O:12][C:13](=[O:15])[CH3:14])[C@H:10]([O:16][C:17](=[O:19])[CH3:18])[C@@H:9]([O:20][C:21](=[O:23])[CH3:22])[C@H:8]([N:24]2[C:32]3[C:27](=[C:28]([CH3:33])[CH:29]=[CH:30][CH:31]=3)[C:26]([CH2:34][C:35]3[CH:40]=[CH:39][C:38](Br)=[CH:37][CH:36]=3)=[CH:25]2)O1)(=[O:3])[CH3:2].CC1(C)C(C)(C)OB(/[CH:50]=[CH:51]/[CH2:52][CH2:53][N:54]2[CH2:71][CH2:70][CH2:69][C:56]3([CH2:61][CH2:60][N:59]([C:62]([O:64][C:65]([CH3:68])([CH3:67])[CH3:66])=[O:63])[CH2:58][CH2:57]3)[CH2:55]2)O1.C(=O)([O-])[O-].[K+].[K+].[OH2:79], predict the reaction product. The product is: [CH3:33][C:28]1[CH:29]=[CH:30][CH:31]=[C:32]2[C:27]=1[C:26]([CH2:34][C:35]1[CH:40]=[CH:39][C:38](/[CH:50]=[CH:51]/[CH2:52][CH2:53][N:54]3[CH2:55][C:56]4([CH2:57][CH2:58][N:59]([C:62]([O:64][C:65]([CH3:68])([CH3:67])[CH3:66])=[O:63])[CH2:60][CH2:61]4)[CH2:69][CH2:70][CH2:71]3)=[CH:37][CH:36]=1)=[CH:25][N:24]2[C@H:8]1[C@H:9]([O:20][C:21](=[O:23])[CH3:22])[C@@H:10]([O:16][C:17](=[O:19])[CH3:18])[C@H:11]([O:12][C:13](=[O:15])[CH3:14])[C@@H:6]([CH2:5][O:4][C:1](=[O:3])[CH3:2])[O:79]1. (2) The product is: [CH2:1]([NH:8][C:9]1[N:14]2[N:15]=[CH:16][C:17]([C:18]([O:20][CH2:21][CH3:22])=[O:19])=[C:13]2[N:12]=[CH:11][C:10]=1[C:23]([N:36]1[CH2:37][CH2:38][CH:33]([C:30]2[CH:29]=[CH:28][C:27]([Cl:26])=[CH:32][CH:31]=2)[CH2:34][CH2:35]1)=[O:24])[C:2]1[CH:7]=[CH:6][CH:5]=[CH:4][CH:3]=1. Given the reactants [CH2:1]([NH:8][C:9]1[N:14]2[N:15]=[CH:16][C:17]([C:18]([O:20][CH2:21][CH3:22])=[O:19])=[C:13]2[N:12]=[CH:11][C:10]=1[C:23](O)=[O:24])[C:2]1[CH:7]=[CH:6][CH:5]=[CH:4][CH:3]=1.[Cl:26][C:27]1[CH:32]=[CH:31][C:30]([CH:33]2[CH2:38][CH2:37][NH:36][CH2:35][CH2:34]2)=[CH:29][CH:28]=1, predict the reaction product. (3) Given the reactants [CH:1]([O:4][C:5]([N:7]1[CH2:12][CH2:11][CH:10]([CH:13]([O:15][C:16]2[CH:21]=[CH:20][C:19](B3OC(C)(C)C(C)(C)O3)=[CH:18][N:17]=2)[CH3:14])[CH2:9][CH2:8]1)=[O:6])([CH3:3])[CH3:2].[C:31]([O:35][C:36]([NH:38][C@H:39]([C:56]([N:58]1[CH2:62][CH2:61][CH2:60][C@H:59]1[C:63]#[N:64])=[O:57])[CH2:40][C:41]1[CH:46]=[CH:45][C:44](OS(C(F)(F)F)(=O)=O)=[CH:43][C:42]=1[F:55])=[O:37])([CH3:34])([CH3:33])[CH3:32].C(N(CC)CC)C, predict the reaction product. The product is: [CH:1]([O:4][C:5]([N:7]1[CH2:8][CH2:9][CH:10]([C@@H:13]([O:15][C:16]2[CH:21]=[CH:20][C:19]([C:44]3[CH:45]=[CH:46][C:41]([CH2:40][CH:39]([NH:38][C:36]([O:35][C:31]([CH3:33])([CH3:32])[CH3:34])=[O:37])[C:56]([N:58]4[CH2:62][CH2:61][CH2:60][C@H:59]4[C:63]#[N:64])=[O:57])=[C:42]([F:55])[CH:43]=3)=[CH:18][N:17]=2)[CH3:14])[CH2:11][CH2:12]1)=[O:6])([CH3:2])[CH3:3]. (4) The product is: [O:1]1[C:10]2[C:5](=[N:6][CH:7]=[CH:8][CH:9]=2)[O:4][C@@H:3]([C:11]2[CH:12]=[CH:13][C:14]([CH2:15][N:16]3[CH2:17][CH2:18][CH:19]([NH:22][C:31]([CH:28]4[CH2:29][CH2:30][O:25][CH2:26][CH2:27]4)=[O:32])[CH2:20][CH2:21]3)=[CH:23][CH:24]=2)[CH2:2]1. Given the reactants [O:1]1[C:10]2[C:5](=[N:6][CH:7]=[CH:8][CH:9]=2)[O:4][C@@H:3]([C:11]2[CH:24]=[CH:23][C:14]([CH2:15][N:16]3[CH2:21][CH2:20][CH:19]([NH2:22])[CH2:18][CH2:17]3)=[CH:13][CH:12]=2)[CH2:2]1.[O:25]1[CH2:30][CH2:29][CH:28]([C:31](O)=[O:32])[CH2:27][CH2:26]1, predict the reaction product. (5) Given the reactants [C:1]([CH:3]1[CH2:8][O:7][CH2:6][CH2:5][N:4]1[C:9]([O:11][C:12]([CH3:15])([CH3:14])[CH3:13])=[O:10])#[N:2].Cl.[NH2:17][OH:18].C(N(CC)CC)C, predict the reaction product. The product is: [NH2:2]/[C:1](=[N:17]\[OH:18])/[CH:3]1[CH2:8][O:7][CH2:6][CH2:5][N:4]1[C:9]([O:11][C:12]([CH3:15])([CH3:14])[CH3:13])=[O:10]. (6) Given the reactants [Cl:1][C:2]1[C:3]([C:14]#[N:15])=[CH:4][C:5]2[N:6]([CH:8]=[C:9]([CH:11]([CH3:13])[CH3:12])[N:10]=2)[CH:7]=1.Cl[S:17]([O:20][Si](C)(C)C)(=[O:19])=[O:18], predict the reaction product. The product is: [Cl:1][C:2]1[C:3]([C:14]#[N:15])=[CH:4][C:5]2[N:6]([C:8]([S:17]([OH:20])(=[O:19])=[O:18])=[C:9]([CH:11]([CH3:13])[CH3:12])[N:10]=2)[CH:7]=1. (7) The product is: [CH2:36]([O:35][C:33](=[O:34])[CH2:32][N:5]([CH2:6][C:7]1[CH:12]=[CH:11][C:10]([S:13][C:14]([CH3:23])([CH3:22])[C:15]([O:17][C:18]([CH3:21])([CH3:20])[CH3:19])=[O:16])=[CH:9][CH:8]=1)[CH2:4][CH2:3][O:2][CH3:1])[CH3:37]. Given the reactants [CH3:1][O:2][CH2:3][CH2:4][NH:5][CH2:6][C:7]1[CH:12]=[CH:11][C:10]([S:13][C:14]([CH3:23])([CH3:22])[C:15]([O:17][C:18]([CH3:21])([CH3:20])[CH3:19])=[O:16])=[CH:9][CH:8]=1.C(N(CC)CC)C.Br[CH2:32][C:33]([O:35][CH2:36][CH3:37])=[O:34].O, predict the reaction product.